This data is from Peptide-MHC class II binding affinity with 134,281 pairs from IEDB. The task is: Regression. Given a peptide amino acid sequence and an MHC pseudo amino acid sequence, predict their binding affinity value. This is MHC class II binding data. (1) The peptide sequence is KQAYAATVAAAPQVK. The MHC is DRB1_0404 with pseudo-sequence DRB1_0404. The binding affinity (normalized) is 0.465. (2) The peptide sequence is EKKYFATTQFEPLAA. The MHC is HLA-DQA10301-DQB10302 with pseudo-sequence HLA-DQA10301-DQB10302. The binding affinity (normalized) is 0.370. (3) The peptide sequence is YDKFLANVYTVLTGK. The MHC is DRB1_0701 with pseudo-sequence DRB1_0701. The binding affinity (normalized) is 0.631. (4) The peptide sequence is NPVKAFQFLVDLILF. The MHC is DRB1_1501 with pseudo-sequence DRB1_1501. The binding affinity (normalized) is 0.335. (5) The peptide sequence is SIVYEADHHILHLPGCVPCV. The MHC is DRB1_0301 with pseudo-sequence DRB1_0301. The binding affinity (normalized) is 0.598. (6) The peptide sequence is GKSTRSTTDSGKVIP. The MHC is DRB1_0301 with pseudo-sequence DRB1_0301. The binding affinity (normalized) is 0.